This data is from Forward reaction prediction with 1.9M reactions from USPTO patents (1976-2016). The task is: Predict the product of the given reaction. (1) Given the reactants [CH2:1]([N:5]([CH2:31][CH:32]([CH3:34])[CH3:33])[C:6](=[O:30])[C:7]1[CH:12]=[CH:11][C:10]([NH:13][CH2:14][CH2:15][CH2:16][N:17]([CH3:26])[CH2:18][CH2:19][C:20]2[CH:25]=[CH:24][CH:23]=[CH:22][N:21]=2)=[C:9]([N+:27]([O-])=O)[CH:8]=1)[CH:2]([CH3:4])[CH3:3], predict the reaction product. The product is: [NH2:27][C:9]1[CH:8]=[C:7]([CH:12]=[CH:11][C:10]=1[NH:13][CH2:14][CH2:15][CH2:16][N:17]([CH3:26])[CH2:18][CH2:19][C:20]1[CH:25]=[CH:24][CH:23]=[CH:22][N:21]=1)[C:6]([N:5]([CH2:1][CH:2]([CH3:3])[CH3:4])[CH2:31][CH:32]([CH3:34])[CH3:33])=[O:30]. (2) Given the reactants [CH3:1][C:2]([CH3:7])([CH3:6])[C@H:3]([NH2:5])[CH3:4].[CH2:8]([O:10][C:11]([C:13]1[O:17][C:16]([CH2:18][O:19][C:20]2[CH:25]=[CH:24][CH:23]=[CH:22][CH:21]=2)=[N:15][C:14]=1[CH2:26][CH2:27]OS(C)(=O)=O)=[O:12])[CH3:9], predict the reaction product. The product is: [CH2:8]([O:10][C:11]([C:13]1[O:17][C:16]([CH2:18][O:19][C:20]2[CH:25]=[CH:24][CH:23]=[CH:22][CH:21]=2)=[N:15][C:14]=1[CH2:26][CH2:27][NH:5][C@H:3]([CH3:4])[C:2]([CH3:7])([CH3:6])[CH3:1])=[O:12])[CH3:9].